Dataset: Full USPTO retrosynthesis dataset with 1.9M reactions from patents (1976-2016). Task: Predict the reactants needed to synthesize the given product. (1) Given the product [N:1]1([S:10]([C:13]2[CH:14]=[C:15]([CH:19]=[CH:20][CH:21]=2)[C:16]([NH:31][C:29]2[S:30][C:26]3[CH:25]=[C:24]([O:23][CH3:22])[CH:33]=[CH:32][C:27]=3[N:28]=2)=[O:17])(=[O:11])=[O:12])[C:9]2[C:4](=[CH:5][CH:6]=[CH:7][CH:8]=2)[CH2:3][CH2:2]1, predict the reactants needed to synthesize it. The reactants are: [N:1]1([S:10]([C:13]2[CH:14]=[C:15]([CH:19]=[CH:20][CH:21]=2)[C:16](O)=[O:17])(=[O:12])=[O:11])[C:9]2[C:4](=[CH:5][CH:6]=[CH:7][CH:8]=2)[CH2:3][CH2:2]1.[CH3:22][O:23][C:24]1[CH:33]=[CH:32][C:27]2[N:28]=[C:29]([NH2:31])[S:30][C:26]=2[CH:25]=1. (2) Given the product [F:1][C:2]1[CH:9]=[CH:8][C:7]([I:10])=[CH:6][C:3]=1[CH2:4][OH:5], predict the reactants needed to synthesize it. The reactants are: [F:1][C:2]1[CH:9]=[CH:8][C:7]([I:10])=[CH:6][C:3]=1[CH:4]=[O:5].O1CCCC1.[BH4-].[Na+]. (3) Given the product [CH3:15][N:16]([CH3:20])[C:17]([O:1][C:2]1[CH:3]=[C:4]2[C:9]([CH:8]=[CH:7][C:6]([O:12][C:17](=[S:18])[N:16]([CH3:20])[CH3:15])=[CH:5]2)=[CH:10][CH:11]=1)=[S:18], predict the reactants needed to synthesize it. The reactants are: [OH:1][C:2]1[CH:11]=[CH:10][C:9]2[C:4](=[CH:5][C:6]([OH:12])=[CH:7][CH:8]=2)[CH:3]=1.[OH-].[K+].[CH3:15][N:16]([CH3:20])[C:17](Cl)=[S:18]. (4) Given the product [NH2:8][C@H:9]1[CH2:14][CH2:13][CH2:12][N:11]([C:15]([O:17][CH2:18][C:19]2[CH:24]=[CH:23][CH:22]=[CH:21][CH:20]=2)=[O:16])[C@H:10]1[CH3:25], predict the reactants needed to synthesize it. The reactants are: C(OC([NH:8][C@H:9]1[CH2:14][CH2:13][CH2:12][N:11]([C:15]([O:17][CH2:18][C:19]2[CH:24]=[CH:23][CH:22]=[CH:21][CH:20]=2)=[O:16])[C@H:10]1[CH3:25])=O)(C)(C)C.Cl.